Dataset: Full USPTO retrosynthesis dataset with 1.9M reactions from patents (1976-2016). Task: Predict the reactants needed to synthesize the given product. (1) Given the product [ClH:26].[ClH:1].[ClH:26].[CH3:6][N:5]([C:7]1[CH:8]=[CH:9][C:10]([C@@H:13]2[NH:14][CH2:15][CH2:16][N:17]([C:27]3[N:32]([CH3:33])[C:31](=[O:34])[CH:30]=[C:29]([C:35]4[CH:36]=[CH:37][N:38]=[CH:39][CH:40]=4)[N:28]=3)[CH2:18]2)=[CH:11][CH:12]=1)[CH3:4], predict the reactants needed to synthesize it. The reactants are: [ClH:1].Cl.Cl.[CH3:4][N:5]([C:7]1[CH:12]=[CH:11][C:10]([C@H:13]2[CH2:18][NH:17][CH2:16][CH2:15][NH:14]2)=[CH:9][CH:8]=1)[CH3:6].C(N(CC)CC)C.[Cl:26][C:27]1[N:32]([CH3:33])[C:31](=[O:34])[CH:30]=[C:29]([C:35]2[CH:40]=[CH:39][N:38]=[CH:37][CH:36]=2)[N:28]=1. (2) Given the product [ClH:1].[Cl:1][C:2]1[CH:7]=[CH:6][CH:5]=[CH:4][C:3]=1[C:8]1[N:9]([CH2:26][CH:27]2[CH2:28][CH2:29][O:30][CH2:31][CH2:32]2)[C:10]2[C:15]([N:16]=1)=[C:14]([N:17]1[CH2:18][CH2:19][N:20]([CH2:23][CH3:24])[CH2:21][CH2:22]1)[N:13]=[C:12]([CH3:25])[N:11]=2, predict the reactants needed to synthesize it. The reactants are: [Cl:1][C:2]1[CH:7]=[CH:6][CH:5]=[CH:4][C:3]=1[C:8]1[N:9]([CH2:26][CH:27]2[CH2:32][CH2:31][O:30][CH2:29][CH2:28]2)[C:10]2[C:15]([N:16]=1)=[C:14]([N:17]1[CH2:22][CH2:21][N:20]([CH2:23][CH3:24])[CH2:19][CH2:18]1)[N:13]=[C:12]([CH3:25])[N:11]=2.Cl. (3) Given the product [CH2:1]([C:3]1[CH:8]=[CH:7][CH:6]=[C:5]([CH2:9][CH3:10])[C:4]=1[N:11]=[C:12]([C:14]1[CH:19]=[CH:18][CH:17]=[C:16]([C:20](=[N:28][C-:23]2[CH:27]=[CH:26][CH:25]=[CH:24]2)[CH3:21])[N:15]=1)[CH3:13])[CH3:2].[CH-:29]1[CH:33]=[CH:32][CH:31]=[CH:30]1.[Fe+2:34], predict the reactants needed to synthesize it. The reactants are: [CH2:1]([C:3]1[CH:8]=[CH:7][CH:6]=[C:5]([CH2:9][CH3:10])[C:4]=1[N:11]=[C:12]([C:14]1[CH:19]=[CH:18][CH:17]=[C:16]([C:20](=O)[CH3:21])[N:15]=1)[CH3:13])[CH3:2].[C-:23]1([NH2:28])[CH:27]=[CH:26][CH:25]=[CH:24]1.[CH-:29]1[CH:33]=[CH:32][CH:31]=[CH:30]1.[Fe+2:34]. (4) Given the product [ClH:34].[F:46][C:2]([F:1])([F:47])[CH2:3][C:4]([N:6]([CH2:8][C@@:9]([N:36]([CH3:45])[C:37](=[O:44])[C:38]1[CH:39]=[CH:40][CH:41]=[CH:42][CH:43]=1)([C:28]1[CH:33]=[CH:32][C:31]([Cl:34])=[C:30]([Cl:35])[CH:29]=1)[CH2:10][CH2:11][N:12]1[CH2:13][CH2:14][C:15]2([C:26]3[C:21](=[CH:22][CH:23]=[CH:24][CH:25]=3)[CH2:20][C:19](=[O:27])[NH:18]2)[CH2:16][CH2:17]1)[CH3:7])=[O:5], predict the reactants needed to synthesize it. The reactants are: [F:1][C:2]([F:47])([F:46])[CH2:3][C:4]([N:6]([CH2:8][C@@:9]([N:36]([CH3:45])[C:37](=[O:44])[C:38]1[CH:43]=[CH:42][CH:41]=[CH:40][CH:39]=1)([C:28]1[CH:33]=[CH:32][C:31]([Cl:34])=[C:30]([Cl:35])[CH:29]=1)[CH2:10][CH2:11][N:12]1[CH2:17][CH2:16][C:15]2([C:26]3[C:21](=[CH:22][CH:23]=[CH:24][CH:25]=3)[CH2:20][C:19](=[O:27])[NH:18]2)[CH2:14][CH2:13]1)[CH3:7])=[O:5].Cl.O1CCOCC1. (5) Given the product [OH:43][C@@H:38]1[C:39]2[C:35](=[C:34]([C:32]3[N:31]=[C:6]([C:5]4[CH:9]=[CH:10][C:11]([O:12][CH:13]([CH3:15])[CH3:14])=[C:3]([CH:4]=4)[C:1]#[N:2])[O:8][N:33]=3)[CH:42]=[CH:41][CH:40]=2)[CH2:36][CH2:37]1, predict the reactants needed to synthesize it. The reactants are: [C:1]([C:3]1[CH:4]=[C:5]([CH:9]=[CH:10][C:11]=1[O:12][CH:13]([CH3:15])[CH3:14])[C:6]([OH:8])=O)#[N:2].C1C=CC2N(O)N=NC=2C=1.C(Cl)CCl.O[NH:31][C:32]([C:34]1[C:35]2[CH2:36][CH2:37][C@H:38]([OH:43])[C:39]=2[CH:40]=[CH:41][CH:42]=1)=[NH:33]. (6) Given the product [Br:11][C:12]1[C:13]([OH:18])=[N:14][CH:15]=[C:16]([I:19])[CH:17]=1, predict the reactants needed to synthesize it. The reactants are: C(#N)C.C(O)(C(F)(F)F)=O.[Br:11][C:12]1[C:13]([OH:18])=[N:14][CH:15]=[CH:16][CH:17]=1.[I:19]N1C(=O)CCC1=O. (7) Given the product [CH2:28]1[C:37]2[C:32](=[CH:33][CH:34]=[CH:35][CH:36]=2)[CH2:31][CH2:30][N:29]1[C:11]([C:10]1[CH:9]=[C:8]([O:7][C:6]2[CH:5]=[CH:4][C:3]([C:1]#[N:2])=[CH:27][CH:26]=2)[CH:16]=[C:15]([O:17][C:18]2[CH:19]=[CH:20][C:21]([C:24]#[N:25])=[CH:22][CH:23]=2)[CH:14]=1)=[O:13], predict the reactants needed to synthesize it. The reactants are: [C:1]([C:3]1[CH:27]=[CH:26][C:6]([O:7][C:8]2[CH:9]=[C:10]([CH:14]=[C:15]([O:17][C:18]3[CH:23]=[CH:22][C:21]([C:24]#[N:25])=[CH:20][CH:19]=3)[CH:16]=2)[C:11]([OH:13])=O)=[CH:5][CH:4]=1)#[N:2].[CH2:28]1[C:37]2[C:32](=[CH:33][CH:34]=[CH:35][CH:36]=2)[CH2:31][CH2:30][NH:29]1.